From a dataset of Reaction yield outcomes from USPTO patents with 853,638 reactions. Predict the reaction yield, written as a fraction of the theoretical maximum amount of product (1.0 means a 100% yield; for example, 0.34 means a 34% yield). (1) The product is [C:20]([NH:2][C:3]1[CH:7]=[CH:6][NH:5][C:4]=1[C:8]([O:10][CH2:11][CH3:12])=[O:9])(=[O:22])[CH3:21]. The catalyst is C(Cl)Cl. The yield is 1.00. The reactants are Cl.[NH2:2][C:3]1[CH:7]=[CH:6][NH:5][C:4]=1[C:8]([O:10][CH2:11][CH3:12])=[O:9].C(N(CC)CC)C.[C:20](Cl)(=[O:22])[CH3:21]. (2) The product is [Br:10][C:11]1[CH:20]=[CH:19][C:14]([CH2:15][OH:16])=[CH:13][C:12]=1[CH3:21]. The yield is 0.680. The catalyst is C(Cl)Cl. The reactants are CC(C[AlH]CC(C)C)C.[Br:10][C:11]1[CH:20]=[CH:19][C:14]([C:15](OC)=[O:16])=[CH:13][C:12]=1[CH3:21]. (3) The reactants are Br[C:2]1[CH:7]=[C:6]([Br:8])[N:5]=[C:4]([C:9]([O:11][CH3:12])=[O:10])[C:3]=1[Cl:13].[N-:14]=[N+:15]=[N-:16].[Na+]. The catalyst is CN(C=O)C.O. The product is [N:14]([C:2]1[CH:7]=[C:6]([Br:8])[N:5]=[C:4]([C:9]([O:11][CH3:12])=[O:10])[C:3]=1[Cl:13])=[N+:15]=[N-:16]. The yield is 0.660. (4) The reactants are [Br:1][C:2]1[CH:3]=[CH:4][C:5]([NH2:8])=[N:6][CH:7]=1.[C:9](#[N:16])[C:10]1[CH:15]=[CH:14][CH:13]=[CH:12][CH:11]=1.O.N1C2C(=CC=C3C=2N=CC=C3)C=CC=1. The catalyst is [Cu]Br. The product is [Br:1][C:2]1[CH:3]=[CH:4][C:5]2[N:6]([N:16]=[C:9]([C:10]3[CH:15]=[CH:14][CH:13]=[CH:12][CH:11]=3)[N:8]=2)[CH:7]=1. The yield is 0.380.